This data is from Retrosynthesis with 50K atom-mapped reactions and 10 reaction types from USPTO. The task is: Predict the reactants needed to synthesize the given product. (1) Given the product CCCOc1c(C)c(C)c(CNC(=O)c2c(OC)cc(O)c3c2OC2=CC(O)=C(C(C)=O)C(=O)[C@]23C)c2ccccc12, predict the reactants needed to synthesize it. The reactants are: CCCOc1c(C)c(C)c(C=O)c2ccccc12.COc1cc(O)c2c(c1C(N)=O)OC1=CC(O)=C(C(C)=O)C(=O)[C@]12C. (2) Given the product CCOC(=O)c1cc2cc(Cl)cnc2nc1C(F)(F)F, predict the reactants needed to synthesize it. The reactants are: CCOC(=O)CC(=O)C(F)(F)F.Nc1ncc(Cl)cc1C=O. (3) Given the product FC(F)(F)c1ccc(C(F)(F)F)c(CNc2cccc(-c3c(Cc4ccccc4)cnc4c(C(F)(F)F)cccc34)c2)c1, predict the reactants needed to synthesize it. The reactants are: Nc1cccc(-c2c(Cc3ccccc3)cnc3c(C(F)(F)F)cccc23)c1.O=Cc1cc(C(F)(F)F)ccc1C(F)(F)F. (4) Given the product Cc1cc(C2CN(C(=O)Nc3ccc(OC(F)(F)F)cc3)N=C2c2ccccc2)on1, predict the reactants needed to synthesize it. The reactants are: Cc1cc(C2CNN=C2c2ccccc2)on1.O=C=Nc1ccc(OC(F)(F)F)cc1. (5) Given the product Cc1ccc(Oc2ccc([N+](=O)[O-])cc2)c(O)c1, predict the reactants needed to synthesize it. The reactants are: COc1cc(C)ccc1Oc1ccc([N+](=O)[O-])cc1.